This data is from Catalyst prediction with 721,799 reactions and 888 catalyst types from USPTO. The task is: Predict which catalyst facilitates the given reaction. (1) Product: [F:1][C:2]1[CH:3]=[C:4]2[C:10]([C:11]3[N:16]=[C:15]([NH:30][C@@H:31]([C:36]([CH3:39])([CH3:38])[CH3:37])[CH2:32][C:33]([OH:35])=[O:34])[CH:14]=[CH:13][N:12]=3)=[CH:9][N:8]([S:20]([C:23]3[CH:29]=[CH:28][C:26]([CH3:27])=[CH:25][CH:24]=3)(=[O:22])=[O:21])[C:5]2=[N:6][CH:7]=1. Reactant: [F:1][C:2]1[CH:3]=[C:4]2[C:10]([C:11]3[N:16]=[C:15](S(C)=O)[CH:14]=[CH:13][N:12]=3)=[CH:9][N:8]([S:20]([C:23]3[CH:29]=[CH:28][C:26]([CH3:27])=[CH:25][CH:24]=3)(=[O:22])=[O:21])[C:5]2=[N:6][CH:7]=1.[NH2:30][C@@H:31]([C:36]([CH3:39])([CH3:38])[CH3:37])[CH2:32][C:33]([OH:35])=[O:34].C([O-])([O-])=O.[Na+].[Na+].Cl. The catalyst class is: 577. (2) Reactant: [Cl:1][C:2]1[C:3]([C:9](=O)[CH2:10][NH:11][C:12](=[O:23])[C:13]2[CH:18]=[CH:17][CH:16]=[CH:15][C:14]=2[C:19]([F:22])([F:21])[F:20])=[N:4][CH:5]=[C:6]([Cl:8])[CH:7]=1.Cl.[CH3:26][O:27][NH2:28].N1C=CC=CC=1.O. Product: [Cl:1][C:2]1[C:3]([C:9](=[N:28][O:27][CH3:26])[CH2:10][NH:11][C:12](=[O:23])[C:13]2[CH:18]=[CH:17][CH:16]=[CH:15][C:14]=2[C:19]([F:22])([F:21])[F:20])=[N:4][CH:5]=[C:6]([Cl:8])[CH:7]=1. The catalyst class is: 8. (3) Reactant: [N+:1]([C:4]1[CH:16]=[CH:15][C:7]([CH2:8][C:9]2[CH:14]=[CH:13][N:12]=[CH:11][CH:10]=2)=[CH:6][CH:5]=1)([O-])=O.Cl.O. Product: [NH:12]1[CH2:13][CH2:14][CH:9]([CH2:8][C:7]2[CH:6]=[CH:5][C:4]([NH2:1])=[CH:16][CH:15]=2)[CH2:10][CH2:11]1. The catalyst class is: 865. (4) Reactant: [CH2:1]([C@H:3]1[C:11]2[C:6](=[CH:7][C:8]([C:12]([NH:14][C@H:15]([C:18]3[CH:23]=[CH:22][C:21]([S:24]([CH2:27][CH3:28])(=[O:26])=[O:25])=[CH:20][N:19]=3)[CH2:16][OH:17])=[O:13])=[CH:9][CH:10]=2)[CH2:5][NH:4]1)[CH3:2].[F:29][C:30]([F:40])([F:39])[C@H:31]1[CH2:36][CH2:35][C@H:34]([CH:37]=O)[CH2:33][CH2:32]1.[BH3-]C#N.[Na+].CC(O)=O. Product: [CH2:1]([C@H:3]1[C:11]2[C:6](=[CH:7][C:8]([C:12]([NH:14][C@H:15]([C:18]3[CH:23]=[CH:22][C:21]([S:24]([CH2:27][CH3:28])(=[O:25])=[O:26])=[CH:20][N:19]=3)[CH2:16][OH:17])=[O:13])=[CH:9][CH:10]=2)[CH2:5][N:4]1[CH2:37][C@H:34]1[CH2:33][CH2:32][C@H:31]([C:30]([F:29])([F:39])[F:40])[CH2:36][CH2:35]1)[CH3:2]. The catalyst class is: 5. (5) Reactant: COC1C=C(OC)C=CC=1C[N:6]1[C:11](=[O:12])[C:10]([C:13]([OH:15])=[O:14])=[C:9]([OH:16])[C:8]2[CH2:17][CH2:18][CH2:19][CH2:20][C:21]3[CH:26]=[C:25]([N:27]([CH3:29])[CH3:28])[CH:24]=[CH:23][C:22]=3[C:7]1=2.[SiH](C(C)C)(C(C)C)C(C)C.C(O)(C(F)(F)F)=O. Product: [CH3:28][N:27]([CH3:29])[C:25]1[CH:24]=[CH:23][C:22]2[C:7]3[NH:6][C:11](=[O:12])[C:10]([C:13]([OH:15])=[O:14])=[C:9]([OH:16])[C:8]=3[CH2:17][CH2:18][CH2:19][CH2:20][C:21]=2[CH:26]=1. The catalyst class is: 2. (6) Reactant: [C:1]([O:5][C:6]([NH:8][C:9]1[CH:10]=[CH:11][C:12]([C:15](OCC)=[O:16])=[N:13][CH:14]=1)=[O:7])([CH3:4])([CH3:3])[CH3:2].[H-].[Al+3].[Li+].[H-].[H-].[H-].O.[OH-].[Na+]. Product: [OH:16][CH2:15][C:12]1[N:13]=[CH:14][C:9]([NH:8][C:6](=[O:7])[O:5][C:1]([CH3:3])([CH3:2])[CH3:4])=[CH:10][CH:11]=1. The catalyst class is: 27.